Dataset: Forward reaction prediction with 1.9M reactions from USPTO patents (1976-2016). Task: Predict the product of the given reaction. (1) Given the reactants [CH2:1]([NH:8][CH2:9][CH2:10][O:11][CH2:12][C:13]1[CH:18]=[CH:17][CH:16]=[CH:15][CH:14]=1)[C:2]1[CH:7]=[CH:6][CH:5]=[CH:4][CH:3]=1.[N+:19]([C:22]1[CH:23]=[C:24]([C@@H:28]2[CH2:30][O:29]2)[CH:25]=[CH:26][CH:27]=1)([O-:21])=[O:20], predict the reaction product. The product is: [CH2:1]([N:8]([CH2:9][CH2:10][O:11][CH2:12][C:13]1[CH:18]=[CH:17][CH:16]=[CH:15][CH:14]=1)[CH2:30][C@@H:28]([C:24]1[CH:25]=[CH:26][CH:27]=[C:22]([N+:19]([O-:21])=[O:20])[CH:23]=1)[OH:29])[C:2]1[CH:3]=[CH:4][CH:5]=[CH:6][CH:7]=1. (2) Given the reactants [NH2:1][C:2]1[N:7]=[CH:6][C:5]([C:8]#[C:9][C:10]2[C:11]([CH2:26][CH3:27])=[N:12][CH:13]=[CH:14][C:15]=2[C:16]2[CH:24]=[CH:23][C:19]([C:20]([OH:22])=O)=[C:18]([Cl:25])[CH:17]=2)=[CH:4][CH:3]=1.[NH:28]1[CH2:33][CH2:32][CH:31]([N:34]2[CH2:39][CH2:38][O:37][CH2:36][CH2:35]2)[CH2:30][CH2:29]1.C(Cl)CCl.C1C=CC2N(O)N=NC=2C=1.CCN(C(C)C)C(C)C, predict the reaction product. The product is: [NH2:1][C:2]1[N:7]=[CH:6][C:5]([C:8]#[C:9][C:10]2[C:11]([CH2:26][CH3:27])=[N:12][CH:13]=[CH:14][C:15]=2[C:16]2[CH:24]=[CH:23][C:19]([C:20]([N:28]3[CH2:33][CH2:32][CH:31]([N:34]4[CH2:39][CH2:38][O:37][CH2:36][CH2:35]4)[CH2:30][CH2:29]3)=[O:22])=[C:18]([Cl:25])[CH:17]=2)=[CH:4][CH:3]=1.